From a dataset of Forward reaction prediction with 1.9M reactions from USPTO patents (1976-2016). Predict the product of the given reaction. (1) The product is: [Cl-:3].[CH3:20][O:19][C:18]1[CH:6]=[N:5][C:4]([CH3:13])=[NH+:9][C:17]=1[CH3:16]. Given the reactants N#N.[Cl:3][C:4]1[N:9]=C(Cl)C(OC)=[CH:6][N:5]=1.[CH3:13][Mg]Cl.[CH2:16]1[CH2:20][O:19][CH2:18][CH2:17]1, predict the reaction product. (2) Given the reactants [N:1]1[C:6]2[CH2:7][NH:8][CH2:9][C:5]=2[C:4]([NH:10][C:11]2[CH:12]=[N:13][C:14]3[C:19]([CH:20]=2)=[CH:18][CH:17]=[CH:16][CH:15]=3)=[N:3][CH:2]=1.[Cl:21][C:22]1[S:23][C:24]([CH:27]=O)=[CH:25][N:26]=1.ClCCCl.CO.C(O[BH-](OC(=O)C)OC(=O)C)(=O)C.[Na+], predict the reaction product. The product is: [Cl:21][C:22]1[S:23][C:24]([CH2:27][N:8]2[CH2:9][C:5]3[C:4]([NH:10][C:11]4[CH:12]=[N:13][C:14]5[C:19]([CH:20]=4)=[CH:18][CH:17]=[CH:16][CH:15]=5)=[N:3][CH:2]=[N:1][C:6]=3[CH2:7]2)=[CH:25][N:26]=1.